This data is from Forward reaction prediction with 1.9M reactions from USPTO patents (1976-2016). The task is: Predict the product of the given reaction. (1) Given the reactants [C:1]([O:5][C:6]([N:8]1[CH2:13][CH2:12][CH2:11][C:10]([CH2:15]O)([CH3:14])[CH2:9]1)=[O:7])([CH3:4])([CH3:3])[CH3:2].CCN(CC)CC.[CH3:24][S:25](Cl)(=[O:27])=[O:26].CCOCC, predict the reaction product. The product is: [C:1]([O:5][C:6]([N:8]1[CH2:13][CH2:12][CH2:11][C:10]([CH2:15][S:25]([CH3:24])(=[O:27])=[O:26])([CH3:14])[CH2:9]1)=[O:7])([CH3:4])([CH3:3])[CH3:2]. (2) Given the reactants [CH2:1]([O:8][C:9](=[O:25])[N:10]([CH2:12][C:13](=[O:24])[N:14]([C:16]1[CH:21]=[CH:20][C:19]([CH2:22][OH:23])=[CH:18][CH:17]=1)[CH3:15])[CH3:11])[C:2]1[CH:7]=[CH:6][CH:5]=[CH:4][CH:3]=1.[H-].[Na+].[CH3:28]I, predict the reaction product. The product is: [CH2:1]([O:8][C:9](=[O:25])[N:10]([CH2:12][C:13](=[O:24])[N:14]([C:16]1[CH:21]=[CH:20][C:19]([CH2:22][O:23][CH3:28])=[CH:18][CH:17]=1)[CH3:15])[CH3:11])[C:2]1[CH:7]=[CH:6][CH:5]=[CH:4][CH:3]=1.